This data is from TCR-epitope binding with 47,182 pairs between 192 epitopes and 23,139 TCRs. The task is: Binary Classification. Given a T-cell receptor sequence (or CDR3 region) and an epitope sequence, predict whether binding occurs between them. (1) The epitope is TSDLATNNLVVMAY. The TCR CDR3 sequence is CSANQGSEAFF. Result: 1 (the TCR binds to the epitope). (2) The epitope is FIAGLIAIV. The TCR CDR3 sequence is CASSAGTSFDEQYF. Result: 1 (the TCR binds to the epitope). (3) The epitope is TPINLVRDL. The TCR CDR3 sequence is CASSPRGGSPQETQYF. Result: 1 (the TCR binds to the epitope). (4) The epitope is YLDAYNMMI. The TCR CDR3 sequence is CASSQDLSGLAASSYEQYF. Result: 1 (the TCR binds to the epitope).